From a dataset of Full USPTO retrosynthesis dataset with 1.9M reactions from patents (1976-2016). Predict the reactants needed to synthesize the given product. Given the product [Cl:5][C:6]1[C:13]([Cl:14])=[CH:12][CH:11]=[CH:10][C:7]=1[C:8]1[NH:17][N:16]=[N:15][N:9]=1, predict the reactants needed to synthesize it. The reactants are: [Al](C)(C)C.[Cl:5][C:6]1[C:13]([Cl:14])=[CH:12][CH:11]=[CH:10][C:7]=1[C:8]#[N:9].[N:15]([Si](C)(C)C)=[N+:16]=[N-:17].Cl.